Task: Regression/Classification. Given a drug SMILES string, predict its absorption, distribution, metabolism, or excretion properties. Task type varies by dataset: regression for continuous measurements (e.g., permeability, clearance, half-life) or binary classification for categorical outcomes (e.g., BBB penetration, CYP inhibition). For this dataset (solubility_aqsoldb), we predict Y.. Dataset: Aqueous solubility values for 9,982 compounds from the AqSolDB database (1) The drug is COc1nc(C)nc(NC(=O)NS(=O)(=O)c2ccccc2Cl)n1. The Y is -1.71 log mol/L. (2) The compound is O=S(=O)([O-])c1cc(Nc2nc(Nc3ccccc3)nc(N(CCO)CCO)n2)ccc1/C=C/c1ccc(Nc2nc(Nc3ccccc3)nc(N(CCO)CCO)n2)cc1S(=O)(=O)[O-].[Na+].[Na+]. The Y is -1.30 log mol/L. (3) The molecule is CCCC(=O)OCc1ccccc1. The Y is -3.12 log mol/L.